This data is from Full USPTO retrosynthesis dataset with 1.9M reactions from patents (1976-2016). The task is: Predict the reactants needed to synthesize the given product. (1) Given the product [CH3:36][C@@H:37]([O:41][C:42]1[N:50]=[C:49]2[C:45]([N:46]=[C:47]([O:51][CH3:52])[N:48]2[CH2:17][CH2:18][CH2:19][CH:20]2[CH2:25][CH2:23][CH2:22][O:21]2)=[C:44]([NH2:53])[N:43]=1)[CH2:38][CH2:39][CH3:40], predict the reactants needed to synthesize it. The reactants are: C(NC1N=C2C(N=C(OC)N2CC[CH2:17][CH:18]2[CH2:23][CH2:22][O:21][C:20]([CH3:25])(C)[CH2:19]2)=C(N)N=1)CCC.FC(F)(F)C(O)=O.[CH3:36][C@@H:37]([O:41][C:42]1[NH:43][C:44]([NH2:53])=[C:45]2[C:49]([N:50]=1)=[N:48][C:47]([O:51][CH3:52])=[N:46]2)[CH2:38][CH2:39][CH3:40].BrCCCC1CCCO1. (2) The reactants are: [CH2:1]([O:4][C:5]1[CH:6]=[C:7]([CH:17]=[CH:18][CH:19]=1)[O:8][C:9]1[CH:16]=[CH:15][C:12]([CH:13]=O)=[CH:11][CH:10]=1)[CH:2]=[CH2:3].[CH3:20][C:21]1[C:27]([N+:28]([O-:30])=[O:29])=[CH:26][CH:25]=[CH:24][C:22]=1[NH2:23]. Given the product [CH2:1]([O:4][C:5]1[CH:6]=[C:7]([CH:17]=[CH:18][CH:19]=1)[O:8][C:9]1[CH:16]=[CH:15][C:12]([CH2:13][NH:23][C:22]2[CH:24]=[CH:25][CH:26]=[C:27]([N+:28]([O-:30])=[O:29])[C:21]=2[CH3:20])=[CH:11][CH:10]=1)[CH:2]=[CH2:3], predict the reactants needed to synthesize it.